This data is from Reaction yield outcomes from USPTO patents with 853,638 reactions. The task is: Predict the reaction yield, written as a fraction of the theoretical maximum amount of product (1.0 means a 100% yield; for example, 0.34 means a 34% yield). The reactants are [CH2:1]([O:3][C:4](=[O:12])[C:5]1[CH:10]=[CH:9][CH:8]=[C:7]([NH2:11])[CH:6]=1)[CH3:2].N1C(C)=CC=CC=1C.Cl[C:22]([O:24][CH2:25][CH:26]=[CH2:27])=[O:23]. The catalyst is C(Cl)Cl. The product is [CH2:25]([O:24][C:22]([NH:11][C:7]1[CH:6]=[C:5]([CH:10]=[CH:9][CH:8]=1)[C:4]([O:3][CH2:1][CH3:2])=[O:12])=[O:23])[CH:26]=[CH2:27]. The yield is 0.800.